Dataset: Forward reaction prediction with 1.9M reactions from USPTO patents (1976-2016). Task: Predict the product of the given reaction. Given the reactants [C:1]([NH:8][CH2:9][CH2:10][NH2:11])([O:3][C:4]([CH3:7])([CH3:6])[CH3:5])=[O:2].[C:12]([O:16][CH3:17])(=[O:15])[CH:13]=[CH2:14], predict the reaction product. The product is: [CH3:17][O:16][C:12](=[O:15])[CH2:13][CH2:14][NH:11][CH2:10][CH2:9][NH:8][C:1]([O:3][C:4]([CH3:5])([CH3:6])[CH3:7])=[O:2].